From a dataset of NCI-60 drug combinations with 297,098 pairs across 59 cell lines. Regression. Given two drug SMILES strings and cell line genomic features, predict the synergy score measuring deviation from expected non-interaction effect. (1) Drug 1: C1CCC(C(C1)N)N.C(=O)(C(=O)[O-])[O-].[Pt+4]. Drug 2: C1C(C(OC1N2C=NC(=NC2=O)N)CO)O. Cell line: KM12. Synergy scores: CSS=19.5, Synergy_ZIP=-6.76, Synergy_Bliss=0.539, Synergy_Loewe=-1.94, Synergy_HSA=2.19. (2) Drug 1: CC1=C(C(CCC1)(C)C)C=CC(=CC=CC(=CC(=O)O)C)C. Drug 2: CC1C(C(CC(O1)OC2CC(CC3=C2C(=C4C(=C3O)C(=O)C5=C(C4=O)C(=CC=C5)OC)O)(C(=O)CO)O)N)O.Cl. Cell line: HT29. Synergy scores: CSS=28.0, Synergy_ZIP=-3.38, Synergy_Bliss=-3.04, Synergy_Loewe=-10.4, Synergy_HSA=-2.00.